This data is from Peptide-MHC class II binding affinity with 134,281 pairs from IEDB. The task is: Regression. Given a peptide amino acid sequence and an MHC pseudo amino acid sequence, predict their binding affinity value. This is MHC class II binding data. (1) The peptide sequence is DVDLFLTGTPDEYVEQV. The MHC is HLA-DPA10201-DPB10501 with pseudo-sequence HLA-DPA10201-DPB10501. The binding affinity (normalized) is 0.250. (2) The peptide sequence is PQAQGSVQKQELP. The MHC is HLA-DQA10201-DQB10201 with pseudo-sequence HLA-DQA10201-DQB10202. The binding affinity (normalized) is 0. (3) The peptide sequence is SSEDGLDGFDWLELL. The MHC is DRB1_0101 with pseudo-sequence DRB1_0101. The binding affinity (normalized) is 0.276. (4) The peptide sequence is LHDLKIAIANIIDEI. The MHC is DRB1_0405 with pseudo-sequence DRB1_0405. The binding affinity (normalized) is 0.455. (5) The peptide sequence is AQNGVQAMSSLGSSL. The MHC is DRB1_0301 with pseudo-sequence DRB1_0301. The binding affinity (normalized) is 0. (6) The peptide sequence is RQAEPSLYGRHNCRC. The MHC is DRB1_0701 with pseudo-sequence DRB1_0701. The binding affinity (normalized) is 0.417. (7) The peptide sequence is RNPRGSYQIAVVGLK. The MHC is HLA-DPA10103-DPB10401 with pseudo-sequence HLA-DPA10103-DPB10401. The binding affinity (normalized) is 0.223. (8) The peptide sequence is DHAHWTEAKMLLDNI. The MHC is DRB1_1501 with pseudo-sequence DRB1_1501. The binding affinity (normalized) is 0.532. (9) The peptide sequence is YDKFLANVSKVLTGK. The MHC is DRB1_0701 with pseudo-sequence DRB1_0701. The binding affinity (normalized) is 0.777. (10) The peptide sequence is AFKVAATAANATPAN. The MHC is HLA-DPA10103-DPB10301 with pseudo-sequence HLA-DPA10103-DPB10301. The binding affinity (normalized) is 0.513.